The task is: Predict which catalyst facilitates the given reaction.. This data is from Catalyst prediction with 721,799 reactions and 888 catalyst types from USPTO. (1) Reactant: O1C=CC=C1C1OC(=O)C(OC)=C1OC.[CH3:16][O:17][C:18]1[C:19](=[O:25])[C:20](=[O:24])[C:21]=1[O:22][CH3:23].[Cl:26][C:27]1[CH:32]=[CH:31][C:30]([Mg]Br)=[CH:29][CH:28]=1.[Cl-].[NH4+]. Product: [Cl:26][C:27]1[CH:32]=[CH:31][C:30]([C:20]2([OH:24])[C:19](=[O:25])[C:18]([O:17][CH3:16])=[C:21]2[O:22][CH3:23])=[CH:29][CH:28]=1. The catalyst class is: 1. (2) Reactant: [CH3:1][O:2][C:3]1[C:4]([CH3:31])=[C:5]([C:22]([O:29][CH3:30])=[C:23]([O:27][CH3:28])[C:24]=1[O:25][CH3:26])[CH2:6][C:7]1[CH:8]=[CH:9][C:10]([C:16]2[CH:21]=[CH:20][N:19]=[CH:18][CH:17]=2)=[C:11]([CH:15]=1)[C:12](O)=[O:13].[NH:32]1[CH2:37][CH2:36][O:35][CH2:34][CH2:33]1.CCN=C=NCCCN(C)C.Cl. Product: [CH3:1][O:2][C:3]1[C:4]([CH3:31])=[C:5]([C:22]([O:29][CH3:30])=[C:23]([O:27][CH3:28])[C:24]=1[O:25][CH3:26])[CH2:6][C:7]1[CH:8]=[CH:9][C:10]([C:16]2[CH:17]=[CH:18][N:19]=[CH:20][CH:21]=2)=[C:11]([CH:15]=1)[C:12]([N:32]1[CH2:37][CH2:36][O:35][CH2:34][CH2:33]1)=[O:13]. The catalyst class is: 2. (3) Reactant: [OH-].[Li+].[O:3]=[C:4]1[C:13]2[C:8](=[C:9]([C:14]3[CH:19]=[CH:18][CH:17]=[C:16]([C:20]([F:23])([F:22])[F:21])[CH:15]=3)[CH:10]=[CH:11][CH:12]=2)[CH2:7][CH2:6][CH:5]1[CH2:24][C:25]1[CH:34]=[CH:33][C:28]([C:29]([O:31]C)=[O:30])=[CH:27][CH:26]=1. Product: [O:3]=[C:4]1[C:13]2[C:8](=[C:9]([C:14]3[CH:19]=[CH:18][CH:17]=[C:16]([C:20]([F:21])([F:22])[F:23])[CH:15]=3)[CH:10]=[CH:11][CH:12]=2)[CH2:7][CH2:6][CH:5]1[CH2:24][C:25]1[CH:26]=[CH:27][C:28]([C:29]([OH:31])=[O:30])=[CH:33][CH:34]=1. The catalyst class is: 1. (4) Reactant: [C:1]([NH:5][S:6]([C:9]1[C:18]2[C:13](=[CH:14][CH:15]=[CH:16][CH:17]=2)[C:12]([C:19]2[N:20]([CH2:30][CH:31]3[CH2:36][CH2:35][CH2:34][CH2:33][CH2:32]3)[C:21]([CH3:29])=[C:22]([C:24]([O:26]CC)=[O:25])[N:23]=2)=[CH:11][CH:10]=1)(=[O:8])=[O:7])([CH3:4])([CH3:3])[CH3:2].[OH-].[K+].Cl. Product: [C:1]([NH:5][S:6]([C:9]1[C:18]2[C:13](=[CH:14][CH:15]=[CH:16][CH:17]=2)[C:12]([C:19]2[N:20]([CH2:30][CH:31]3[CH2:32][CH2:33][CH2:34][CH2:35][CH2:36]3)[C:21]([CH3:29])=[C:22]([C:24]([OH:26])=[O:25])[N:23]=2)=[CH:11][CH:10]=1)(=[O:8])=[O:7])([CH3:4])([CH3:2])[CH3:3]. The catalyst class is: 88. (5) Reactant: [F:1][C:2]1[CH:3]=[CH:4][C:5]([O:25][CH3:26])=[C:6]([C:8]2[CH:13]=[CH:12][N:11]=[C:10]3[NH:14][C:15]([C:17]4[CH2:18][C@@H:19]([CH2:23][OH:24])[NH:20][CH2:21][CH:22]=4)=[CH:16][C:9]=23)[CH:7]=1.C(N(C(C)C)C(C)C)C.Cl[CH2:37][C:38]([N:40]([CH3:42])[CH3:41])=[O:39]. Product: [F:1][C:2]1[CH:3]=[CH:4][C:5]([O:25][CH3:26])=[C:6]([C:8]2[CH:13]=[CH:12][N:11]=[C:10]3[NH:14][C:15]([C:17]4[CH2:18][C@@H:19]([CH2:23][OH:24])[N:20]([CH2:37][C:38]([N:40]([CH3:42])[CH3:41])=[O:39])[CH2:21][CH:22]=4)=[CH:16][C:9]=23)[CH:7]=1. The catalyst class is: 9.